Dataset: Full USPTO retrosynthesis dataset with 1.9M reactions from patents (1976-2016). Task: Predict the reactants needed to synthesize the given product. (1) Given the product [CH2:1]([O:8][C:9]1[CH:18]=[C:17]2[C:12]([C:13]([Cl:27])=[C:14]([C:19]#[N:20])[CH:15]=[N:16]2)=[CH:11][C:10]=1[O:22][CH3:23])[C:2]1[CH:7]=[CH:6][CH:5]=[CH:4][CH:3]=1, predict the reactants needed to synthesize it. The reactants are: [CH2:1]([O:8][C:9]1[CH:18]=[C:17]2[C:12]([C:13](O)=[C:14]([C:19]#[N:20])[CH:15]=[N:16]2)=[CH:11][C:10]=1[O:22][CH3:23])[C:2]1[CH:7]=[CH:6][CH:5]=[CH:4][CH:3]=1.C(Cl)(=O)C([Cl:27])=O. (2) Given the product [CH2:1]([O:3][C:4](=[O:38])[CH2:5][N:6]1[C:10]([C:11]2[CH:12]=[CH:13][C:14]([C:17]3[C:22]4[O:23][C:24]5[CH:29]=[CH:28][CH:27]=[CH:26][C:25]=5[C:21]=4[CH:20]=[CH:19][CH:18]=3)=[CH:15][CH:16]=2)=[CH:9][C:8]([C:30]2[CH:31]=[CH:32][C:33]([O:36][CH3:37])=[CH:34][CH:35]=2)=[N:7]1)[CH3:2], predict the reactants needed to synthesize it. The reactants are: [CH2:1]([O:3][C:4](=[O:38])[CH2:5][N:6]1[CH:10]([C:11]2[CH:16]=[CH:15][C:14]([C:17]3[C:22]4[O:23][C:24]5[CH:29]=[CH:28][CH:27]=[CH:26][C:25]=5[C:21]=4[CH:20]=[CH:19][CH:18]=3)=[CH:13][CH:12]=2)[CH2:9][C:8]([C:30]2[CH:35]=[CH:34][C:33]([O:36][CH3:37])=[CH:32][CH:31]=2)=[N:7]1)[CH3:2].C(C1C(=O)C(Cl)=C(Cl)C(=O)C=1C#N)#N. (3) Given the product [F:1][C:2]1[C:7]([I:8])=[CH:6][CH:5]=[CH:4][C:3]=1[CH:9]=[O:10], predict the reactants needed to synthesize it. The reactants are: [F:1][C:2]1[C:7]([I:8])=[CH:6][CH:5]=[CH:4][C:3]=1[CH2:9][OH:10].